From a dataset of Catalyst prediction with 721,799 reactions and 888 catalyst types from USPTO. Predict which catalyst facilitates the given reaction. (1) Reactant: B(Br)(Br)Br.C[O:6][C:7]1[CH:8]=[C:9]([C:17]2[S:18][C:19]([C:22]3[CH:27]=[CH:26][CH:25]=[CH:24][CH:23]=3)=[CH:20][CH:21]=2)[C:10]2[C:15]([CH:16]=1)=[CH:14][CH:13]=[CH:12][CH:11]=2.O. Product: [C:22]1([C:19]2[S:18][C:17]([C:9]3[C:10]4[C:15](=[CH:14][CH:13]=[CH:12][CH:11]=4)[CH:16]=[C:7]([OH:6])[CH:8]=3)=[CH:21][CH:20]=2)[CH:27]=[CH:26][CH:25]=[CH:24][CH:23]=1. The catalyst class is: 4. (2) Reactant: [F:1][C:2]1[CH:7]=[C:6]([O:8][CH3:9])[CH:5]=[CH:4][C:3]=1[CH:10]1[O:14][CH2:13][CH2:12][O:11]1.[Li]CCCC.[I:20]I. Product: [F:1][C:2]1[C:7]([I:20])=[C:6]([O:8][CH3:9])[CH:5]=[CH:4][C:3]=1[CH:10]1[O:11][CH2:12][CH2:13][O:14]1. The catalyst class is: 1. (3) Reactant: [C:1]1([C:13]([C:15]2[C:16](=[O:30])[NH:17][C:18](=[O:29])[C:19]=2[C:20]2[C:28]3[C:23](=[CH:24][CH:25]=[CH:26][CH:27]=3)[NH:22][CH:21]=2)=[O:14])[C:11]2=[C:12]3[C:7](=[CH:8][CH:9]=[CH:10]2)[CH2:6][CH2:5][CH2:4][N:3]3[CH:2]=1.[H][H]. Product: [C:1]1([C:13]([C@H:15]2[C@@H:19]([C:20]3[C:28]4[C:23](=[CH:24][CH:25]=[CH:26][CH:27]=4)[NH:22][CH:21]=3)[C:18](=[O:29])[NH:17][C:16]2=[O:30])=[O:14])[C:11]2=[C:12]3[C:7](=[CH:8][CH:9]=[CH:10]2)[CH2:6][CH2:5][CH2:4][N:3]3[CH:2]=1. The catalyst class is: 312. (4) Reactant: [Cl:1][C:2]1[CH:7]=[CH:6][CH:5]=[CH:4][C:3]=1[C:8]1[O:9][C:10]2[C:15]([C:16](=[O:18])[CH:17]=1)=[C:14]([O:19][CH3:20])[CH:13]=[C:12]([O:21][CH3:22])[C:11]=2[C@@H:23]1[CH2:28][CH2:27][NH:26][CH2:25][C@H:24]1[OH:29].[CH3:30][CH2:31][CH2:32]Br.C([O-])([O-])=O.[K+].[K+].O. Product: [Cl:1][C:2]1[CH:7]=[CH:6][CH:5]=[CH:4][C:3]=1[C:8]1[O:9][C:10]2[C:15]([C:16](=[O:18])[CH:17]=1)=[C:14]([O:19][CH3:20])[CH:13]=[C:12]([O:21][CH3:22])[C:11]=2[C@@H:23]1[CH2:28][CH2:27][N:26]([CH2:30][CH2:31][CH3:32])[CH2:25][C@H:24]1[OH:29]. The catalyst class is: 3. (5) Reactant: [C:1]([C:4]1[S:8][C:7]([NH2:9])=[N:6][C:5]=1[CH3:10])(=[O:3])[CH3:2].C[Al](C)C.C[O:16][C:17](=O)[CH:18]([NH:22][C:23](=[O:33])[CH2:24][C:25]1[CH:30]=[C:29]([F:31])[CH:28]=[C:27]([F:32])[CH:26]=1)[CH2:19][CH2:20][CH3:21]. Product: [C:1]([C:4]1[S:8][C:7]([NH:9][C:17](=[O:16])[CH:18]([NH:22][C:23](=[O:33])[CH2:24][C:25]2[CH:26]=[C:27]([F:32])[CH:28]=[C:29]([F:31])[CH:30]=2)[CH2:19][CH2:20][CH3:21])=[N:6][C:5]=1[CH3:10])(=[O:3])[CH3:2]. The catalyst class is: 182. (6) Reactant: [N+:1]([CH:4]([CH3:6])[CH3:5])([O-:3])=[O:2].[CH3:7][N:8]([CH3:12])[CH2:9][CH2:10][NH2:11].[OH-].[Na+].[CH2:15]=O. Product: [CH3:7][N:8]([CH3:12])[CH2:9][CH2:10][NH:11][CH2:5][C:4]([CH3:15])([N+:1]([O-:3])=[O:2])[CH3:6]. The catalyst class is: 378. (7) Reactant: [N:1]([CH2:4][C@@H:5]([NH2:15])[CH2:6][C:7]1[CH:12]=[CH:11][C:10]([Cl:13])=[CH:9][C:8]=1[Cl:14])=[N+:2]=[N-:3].[OH:16][C@H:17]1[C:21]2[N:22]=[CH:23][N:24]=[C:25]([C:26]3[S:30][C:29]([C:31](O)=[O:32])=[CH:28][CH:27]=3)[C:20]=2[C@H:19]([CH3:34])[CH2:18]1.CCN(C(C)C)C(C)C.CN(C(ON1N=NC2C=CC=CC1=2)=[N+](C)C)C.F[P-](F)(F)(F)(F)F. Product: [N:1]([CH2:4][C@@H:5]([NH:15][C:31]([C:29]1[S:30][C:26]([C:25]2[C:20]3[C@H:19]([CH3:34])[CH2:18][C@@H:17]([OH:16])[C:21]=3[N:22]=[CH:23][N:24]=2)=[CH:27][CH:28]=1)=[O:32])[CH2:6][C:7]1[CH:12]=[CH:11][C:10]([Cl:13])=[CH:9][C:8]=1[Cl:14])=[N+:2]=[N-:3]. The catalyst class is: 2. (8) Reactant: [CH2:1]([O:8][C:9]1[CH:10]=[C:11]([N:22]([CH2:27][CH2:28][CH2:29][CH3:30])[CH2:23][CH2:24][CH2:25][CH3:26])[CH:12]=[CH:13][C:14]=1[CH:15]=[CH:16][C:17]1[S:18][CH:19]=[CH:20][CH:21]=1)[C:2]1[CH:7]=[CH:6][CH:5]=[CH:4][CH:3]=1.C([Li])CCC.CN(C)[CH:38]=[O:39].O. Product: [CH2:1]([O:8][C:9]1[CH:10]=[C:11]([N:22]([CH2:27][CH2:28][CH2:29][CH3:30])[CH2:23][CH2:24][CH2:25][CH3:26])[CH:12]=[CH:13][C:14]=1[CH:15]=[CH:16][C:17]1[S:18][C:19]([CH:38]=[O:39])=[CH:20][CH:21]=1)[C:2]1[CH:3]=[CH:4][CH:5]=[CH:6][CH:7]=1. The catalyst class is: 54. (9) Reactant: [Cl:1][C:2]([C:6]([F:9])([F:8])[F:7])=[CH:3][CH:4]=[O:5].[BH4-].[Na+]. Product: [Cl:1][C:2]([C:6]([F:9])([F:8])[F:7])=[CH:3][CH2:4][OH:5]. The catalyst class is: 1. (10) Reactant: [OH:1][C:2]1[CH:12]=[CH:11][CH:10]=[C:9]([CH3:13])[C:3]=1[C:4]([O:6][CH2:7][CH3:8])=[O:5].C(=O)([O-])[O-].[K+].[K+].F[C:21]1[C:28]([F:29])=[CH:27][CH:26]=[CH:25][C:22]=1[C:23]#[N:24]. Product: [C:23]([C:22]1[CH:25]=[CH:26][CH:27]=[C:28]([F:29])[C:21]=1[O:1][C:2]1[CH:12]=[CH:11][CH:10]=[C:9]([CH3:13])[C:3]=1[C:4]([O:6][CH2:7][CH3:8])=[O:5])#[N:24]. The catalyst class is: 248.